Dataset: Forward reaction prediction with 1.9M reactions from USPTO patents (1976-2016). Task: Predict the product of the given reaction. Given the reactants [Br:1][C:2]1[C:3]([C@H:10]([NH:20][C:21](=[O:36])[CH2:22][N:23]2[C:31]3[CH2:30][CH2:29][CH2:28][CH2:27][C:26]=3[C:25]([C:32]([F:35])([F:34])[F:33])=[N:24]2)[CH2:11][C:12]2[CH:17]=[C:16]([F:18])[CH:15]=[C:14]([F:19])[CH:13]=2)=[N:4][C:5]([S:8][CH3:9])=[N:6][CH:7]=1.C1C=C(Cl)C=C(C(OO)=[O:45])C=1.[OH2:48], predict the reaction product. The product is: [Br:1][C:2]1[C:3]([C@H:10]([NH:20][C:21](=[O:36])[CH2:22][N:23]2[C:31]3[CH2:30][CH2:29][CH2:28][CH2:27][C:26]=3[C:25]([C:32]([F:35])([F:34])[F:33])=[N:24]2)[CH2:11][C:12]2[CH:17]=[C:16]([F:18])[CH:15]=[C:14]([F:19])[CH:13]=2)=[N:4][C:5]([S:8]([CH3:9])(=[O:45])=[O:48])=[N:6][CH:7]=1.